This data is from Peptide-MHC class I binding affinity with 185,985 pairs from IEDB/IMGT. The task is: Regression. Given a peptide amino acid sequence and an MHC pseudo amino acid sequence, predict their binding affinity value. This is MHC class I binding data. (1) The peptide sequence is TVWLSVIWMM. The MHC is HLA-A68:01 with pseudo-sequence HLA-A68:01. The binding affinity (normalized) is 0. (2) The peptide sequence is VYFVLTDRF. The MHC is HLA-A24:02 with pseudo-sequence HLA-A24:02. The binding affinity (normalized) is 0.508. (3) The peptide sequence is SVDAMIHKT. The MHC is HLA-A68:02 with pseudo-sequence HLA-A68:02. The binding affinity (normalized) is 0.374.